From a dataset of Forward reaction prediction with 1.9M reactions from USPTO patents (1976-2016). Predict the product of the given reaction. (1) Given the reactants Cl.[C:2]1([CH2:8][NH:9][C:10]2[C:19]3[C:14](=[CH:15][CH:16]=[CH:17][N:18]=3)[N:13]=[CH:12][C:11]=2[NH:20][C:21](=O)[CH2:22][O:23][CH2:24][CH3:25])[CH:7]=[CH:6][CH:5]=[CH:4][CH:3]=1.N, predict the reaction product. The product is: [CH2:24]([O:23][CH2:22][C:21]1[N:9]([CH2:8][C:2]2[CH:7]=[CH:6][CH:5]=[CH:4][CH:3]=2)[C:10]2[C:19]3[N:18]=[CH:17][CH:16]=[CH:15][C:14]=3[N:13]=[CH:12][C:11]=2[N:20]=1)[CH3:25]. (2) Given the reactants [CH3:1][C:2]1[CH:7]=[CH:6][N:5]=[CH:4][C:3]=1[N:8]1[CH2:12][CH2:11][NH:10][C:9]1=[O:13].Br[C:15]1[CH:16]=[C:17]2[CH:23]=[N:22][N:21]([CH2:24][O:25][CH2:26][CH2:27][Si:28]([CH3:31])([CH3:30])[CH3:29])[C:18]2=[N:19][CH:20]=1.N[C@@H]1CCCC[C@H]1N.P([O-])([O-])([O-])=O.[K+].[K+].[K+], predict the reaction product. The product is: [CH3:1][C:2]1[CH:7]=[CH:6][N:5]=[CH:4][C:3]=1[N:8]1[CH2:12][CH2:11][N:10]([C:15]2[CH:16]=[C:17]3[CH:23]=[N:22][N:21]([CH2:24][O:25][CH2:26][CH2:27][Si:28]([CH3:31])([CH3:30])[CH3:29])[C:18]3=[N:19][CH:20]=2)[C:9]1=[O:13]. (3) Given the reactants [NH2:1][C:2]1[CH:23]=[CH:22][C:5]2[C:6]3[C:19]([O:20][CH3:21])=[CH:18][CH:17]=[CH:16][C:7]=3[O:8][CH:9]([C:10]3[CH:15]=[CH:14][CH:13]=[CH:12][CH:11]=3)[C:4]=2[CH:3]=1.N1C=CC=CC=1.[CH3:30][S:31](Cl)(=[O:33])=[O:32], predict the reaction product. The product is: [CH3:21][O:20][C:19]1[C:6]2[C:5]3[CH:22]=[CH:23][C:2]([NH:1][S:31]([CH3:30])(=[O:33])=[O:32])=[CH:3][C:4]=3[CH:9]([C:10]3[CH:11]=[CH:12][CH:13]=[CH:14][CH:15]=3)[O:8][C:7]=2[CH:16]=[CH:17][CH:18]=1. (4) Given the reactants [CH3:1][O:2][C:3]([C:5]1[CH:6]=[C:7]([F:25])[CH:8]=[C:9]2[C:14]=1[NH:13][CH:12]([C:15]1[CH:20]=[CH:19][CH:18]=[C:17]([Br:21])[CH:16]=1)[C:11]([CH3:23])([CH3:22])[CH:10]2O)=[O:4].C([SiH](CC)CC)C, predict the reaction product. The product is: [CH3:1][O:2][C:3]([C:5]1[CH:6]=[C:7]([F:25])[CH:8]=[C:9]2[C:14]=1[NH:13][CH:12]([C:15]1[CH:20]=[CH:19][CH:18]=[C:17]([Br:21])[CH:16]=1)[C:11]([CH3:22])([CH3:23])[CH2:10]2)=[O:4].